This data is from Full USPTO retrosynthesis dataset with 1.9M reactions from patents (1976-2016). The task is: Predict the reactants needed to synthesize the given product. (1) The reactants are: [OH:1][C:2]1[CH:7]=[CH:6][C:5]([N:8]2[C:12]([CH3:14])([CH3:13])[C:11](=[O:15])[N:10]([C:16]3[CH:23]=[CH:22][C:19]([C:20]#[N:21])=[C:18]([C:24]([F:27])([F:26])[F:25])[CH:17]=3)[C:9]2=[S:28])=[CH:4][CH:3]=1.C(=O)([O-])[O-].[Cs+].[Cs+].CN(C)C(=O)C.[O:41]1[CH:46]2[CH:42]1[CH2:43][O:44][CH2:45]2. Given the product [OH:41][CH:42]1[CH2:43][O:44][CH2:45][CH:46]1[O:1][C:2]1[CH:3]=[CH:4][C:5]([N:8]2[C:12]([CH3:14])([CH3:13])[C:11](=[O:15])[N:10]([C:16]3[CH:23]=[CH:22][C:19]([C:20]#[N:21])=[C:18]([C:24]([F:26])([F:27])[F:25])[CH:17]=3)[C:9]2=[S:28])=[CH:6][CH:7]=1, predict the reactants needed to synthesize it. (2) Given the product [O:16]1[CH2:17][CH2:18][CH2:19][CH2:20][CH:15]1[N:13]1[CH:14]=[C:10]([NH:9][C:7]([C:2]2[CH:3]=[CH:4][CH:5]=[CH:6][N:1]=2)=[O:8])[C:11]([C:21]([NH:29][CH2:28][CH2:27][C:26]([F:31])([F:30])[F:25])=[O:23])=[N:12]1, predict the reactants needed to synthesize it. The reactants are: [N:1]1[CH:6]=[CH:5][CH:4]=[CH:3][C:2]=1[C:7]([NH:9][C:10]1[C:11]([C:21]([OH:23])=O)=[N:12][N:13]([CH:15]2[CH2:20][CH2:19][CH2:18][CH2:17][O:16]2)[CH:14]=1)=[O:8].Cl.[F:25][C:26]([F:31])([F:30])[CH2:27][CH2:28][NH2:29].CCN=C=NCCCN(C)C.C1C=CC2N(O)N=NC=2C=1.C(N(CC)CC)C.C(=O)([O-])O.[Na+]. (3) Given the product [Cl:1][C:2]1[CH:7]=[CH:6][C:5]2[N:8]=[C:21]([CH2:22][CH:16]([C:10]3[CH:15]=[CH:14][CH:13]=[CH:12][CH:11]=3)[CH2:17][C:18]([OH:20])=[O:19])[NH:9][C:4]=2[CH:3]=1.[ClH:1], predict the reactants needed to synthesize it. The reactants are: [Cl:1][C:2]1[CH:7]=[CH:6][C:5]([NH2:8])=[C:4]([NH2:9])[CH:3]=1.[C:10]1([CH:16]2[CH2:22][C:21](=O)[O:20][C:18](=[O:19])[CH2:17]2)[CH:15]=[CH:14][CH:13]=[CH:12][CH:11]=1. (4) Given the product [F:1][CH:2]([F:11])[C:3]1[CH:8]=[CH:7][CH:6]=[CH:5][C:4]=1[CH:9]=[O:10], predict the reactants needed to synthesize it. The reactants are: [F:1][CH:2]([F:11])[C:3]1[CH:8]=[CH:7][CH:6]=[CH:5][C:4]=1[CH2:9][OH:10]. (5) Given the product [CH3:21][C:18]1[CH:19]=[CH:20][C:15]([C:6]2[CH:7]=[CH:8][C:3]([Si:2]([CH3:13])([CH3:12])[CH3:1])=[CH:4][CH:5]=2)=[N:16][CH:17]=1, predict the reactants needed to synthesize it. The reactants are: [CH3:1][Si:2]([CH3:13])([CH3:12])[C:3]1[CH:8]=[CH:7][C:6](B(O)O)=[CH:5][CH:4]=1.Br[C:15]1[CH:20]=[CH:19][C:18]([CH3:21])=[CH:17][N:16]=1.C(=O)([O-])[O-].[Cs+].[Cs+].C(P(C(C)(C)C)C(C)(C)C)C1C=CC=CC=1. (6) Given the product [Br:14][C:15]1[CH:16]=[C:17]([CH:22]=[CH:23][C:24]=1[CH2:25][NH:1][CH2:2][C@H:3]([OH:7])[CH:4]([CH3:6])[CH3:5])[C:18]([O:20][CH3:21])=[O:19], predict the reactants needed to synthesize it. The reactants are: [NH2:1][CH2:2][C@H:3]([OH:7])[CH:4]([CH3:6])[CH3:5].C([O-])([O-])=O.[K+].[K+].[Br:14][C:15]1[CH:16]=[C:17]([CH:22]=[CH:23][C:24]=1[CH2:25]Br)[C:18]([O:20][CH3:21])=[O:19]. (7) The reactants are: [CH:1]1([OH:6])[CH2:5][CH:4]=[CH:3][CH2:2]1.[H-].[Na+].Cl[CH2:10][C:11]1[CH:16]=[CH:15][C:14]([O:17][CH3:18])=[CH:13][CH:12]=1. Given the product [CH:1]1([O:6][CH2:10][C:11]2[CH:16]=[CH:15][C:14]([O:17][CH3:18])=[CH:13][CH:12]=2)[CH2:5][CH:4]=[CH:3][CH2:2]1, predict the reactants needed to synthesize it.